This data is from Forward reaction prediction with 1.9M reactions from USPTO patents (1976-2016). The task is: Predict the product of the given reaction. (1) Given the reactants [Br:1][C:2]1[CH:3]=[CH:4][C:5]([O:15][CH2:16][C:17]2[CH:22]=[CH:21][C:20]([F:23])=[CH:19][C:18]=2[F:24])=[C:6]([C:8](=O)[CH2:9][CH2:10][C:11](=O)[CH3:12])[CH:7]=1.[NH:25]1[C:29]2[CH:30]=[CH:31][CH:32]=[CH:33][C:28]=2[N:27]=[C:26]1[C:34]1[CH:35]=[C:36]([NH2:40])[CH:37]=[CH:38][CH:39]=1, predict the reaction product. The product is: [Br:1][C:2]1[CH:3]=[CH:4][C:5]([O:15][CH2:16][C:17]2[CH:22]=[CH:21][C:20]([F:23])=[CH:19][C:18]=2[F:24])=[C:6]([C:8]2[N:40]([C:36]3[CH:35]=[C:34]([C:26]4[NH:25][C:29]5[CH:30]=[CH:31][CH:32]=[CH:33][C:28]=5[N:27]=4)[CH:39]=[CH:38][CH:37]=3)[C:11]([CH3:12])=[CH:10][CH:9]=2)[CH:7]=1. (2) Given the reactants [NH2:1][C:2]1[CH:19]=[CH:18][C:5]([O:6][C:7]2[CH:8]=[CH:9][C:10]([N+:15]([O-:17])=[O:16])=[C:11]([CH:14]=2)[C:12]#[N:13])=[CH:4][CH:3]=1.Br[C:21]1[CH:26]=[CH:25][C:24]([F:27])=[C:23]([F:28])[CH:22]=1, predict the reaction product. The product is: [F:27][C:24]1[CH:25]=[C:26]([NH:1][C:2]2[CH:19]=[CH:18][C:5]([O:6][C:7]3[CH:8]=[CH:9][C:10]([N+:15]([O-:17])=[O:16])=[C:11]([CH:14]=3)[C:12]#[N:13])=[CH:4][CH:3]=2)[CH:21]=[CH:22][C:23]=1[F:28]. (3) The product is: [CH3:1][O:2][C:3]1[C:14]([O:15][CH3:16])=[CH:13][C:6]2[CH2:7][C:8](=[O:12])[NH:9][CH2:10][CH2:11][C:5]=2[CH:4]=1. Given the reactants [CH3:1][O:2][C:3]1[C:14]([O:15][CH3:16])=[CH:13][C:6]2[CH2:7][C:8](=[O:12])[NH:9][CH:10]=[CH:11][C:5]=2[CH:4]=1, predict the reaction product. (4) Given the reactants Cl[C:2]([O:4][CH2:5][CH3:6])=[O:3].[CH:7]12[CH2:16][CH:11]3[CH2:12][CH:13]([CH2:15][CH:9]([CH2:10]3)[CH:8]1[C:17]1[CH:22]=[C:21]([CH3:23])[CH:20]=[CH:19][C:18]=1[OH:24])[CH2:14]2.CCN(CC)CC, predict the reaction product. The product is: [C:2](=[O:3])([O:4][CH2:5][CH3:6])[O:24][C:18]1[CH:19]=[CH:20][C:21]([CH3:23])=[CH:22][C:17]=1[CH:8]1[CH:9]2[CH2:10][CH:11]3[CH2:12][CH:13]([CH2:14][CH:7]1[CH2:16]3)[CH2:15]2. (5) Given the reactants [C:1]([NH:5][C:6]([C:8]1([C:14]2[CH:19]=[CH:18][CH:17]=[CH:16][C:15]=2[F:20])[CH2:13][CH2:12][NH:11][CH2:10][CH2:9]1)=[O:7])([CH3:4])([CH3:3])[CH3:2].C(OC([N:28]1[CH2:33][CH2:32][C@@H:31]([C:34](O)=[O:35])[C@H:30]([C:37]2[CH:42]=[CH:41][C:40]([F:43])=[CH:39][CH:38]=2)[CH2:29]1)=O)(C)(C)C.[ClH:44].CN(C)CCCN=C=NCC.ON1C2C=CC=CC=2N=N1, predict the reaction product. The product is: [Cl-:44].[C:1]([NH:5][C:6]([C:8]1([C:14]2[CH:19]=[CH:18][CH:17]=[CH:16][C:15]=2[F:20])[CH2:13][CH2:12][N:11]([C:34]([C@@H:31]2[CH2:32][CH2:33][NH2+:28][CH2:29][C@H:30]2[C:37]2[CH:38]=[CH:39][C:40]([F:43])=[CH:41][CH:42]=2)=[O:35])[CH2:10][CH2:9]1)=[O:7])([CH3:4])([CH3:2])[CH3:3]. (6) Given the reactants S(Cl)(Cl)=O.[CH2:5]1[S:9][C@@H:8]([CH2:10][CH2:11][CH2:12][CH2:13][C:14]([OH:16])=O)[C@H:7]2[NH:17][C:18]([NH:20][C@@H:6]12)=[O:19].[NH2:21][C:22]1[CH:27]=[CH:26][C:25]([C:28]2[C:41]([C:42]3[CH:47]=[CH:46][N:45]=[C:44]([NH:48][CH2:49][CH2:50][CH2:51][CH3:52])[N:43]=3)=[C:31]3[CH:32]=[CH:33][CH:34]=[C:35]([NH:36][CH2:37][CH2:38][CH2:39][CH3:40])[N:30]3[N:29]=2)=[CH:24][CH:23]=1.C(=O)(O)[O-].[Na+], predict the reaction product. The product is: [O:19]=[C:18]1[NH:20][C@H:6]2[CH2:5][S:9][C@@H:8]([CH2:10][CH2:11][CH2:12][CH2:13][C:14]([NH:21][C:22]3[CH:23]=[CH:24][C:25]([C:28]4[C:41]([C:42]5[CH:47]=[CH:46][N:45]=[C:44]([NH:48][CH2:49][CH2:50][CH2:51][CH3:52])[N:43]=5)=[C:31]5[CH:32]=[CH:33][CH:34]=[C:35]([NH:36][CH2:37][CH2:38][CH2:39][CH3:40])[N:30]5[N:29]=4)=[CH:26][CH:27]=3)=[O:16])[C@H:7]2[NH:17]1. (7) Given the reactants C([O:5][C:6](=[O:37])[CH:7]([O:9][C:10]1[CH:15]=[CH:14][C:13]([Cl:16])=[CH:12][C:11]=1[CH2:17][C:18]1[CH:23]=[C:22]([Cl:24])[CH:21]=[CH:20][C:19]=1[O:25][CH2:26][C:27]([O:29][CH2:30][C:31]1[CH:36]=[CH:35][CH:34]=[CH:33][CH:32]=1)=[O:28])[CH3:8])(C)(C)C.C(O)(C(F)(F)F)=O, predict the reaction product. The product is: [CH2:30]([O:29][C:27]([CH2:26][O:25][C:19]1[CH:20]=[CH:21][C:22]([Cl:24])=[CH:23][C:18]=1[CH2:17][C:11]1[CH:12]=[C:13]([Cl:16])[CH:14]=[CH:15][C:10]=1[O:9][CH:7]([CH3:8])[C:6]([OH:37])=[O:5])=[O:28])[C:31]1[CH:32]=[CH:33][CH:34]=[CH:35][CH:36]=1.